This data is from Forward reaction prediction with 1.9M reactions from USPTO patents (1976-2016). The task is: Predict the product of the given reaction. (1) Given the reactants [C:1]([CH:3]1[CH2:8][C:7]([F:10])([F:9])[CH2:6][CH2:5][N:4]1[C:11]([O:13][C:14]([CH3:17])([CH3:16])[CH3:15])=[O:12])#[N:2], predict the reaction product. The product is: [NH2:2][CH2:1][CH:3]1[CH2:8][C:7]([F:10])([F:9])[CH2:6][CH2:5][N:4]1[C:11]([O:13][C:14]([CH3:17])([CH3:16])[CH3:15])=[O:12]. (2) Given the reactants [CH3:1][C:2]1[NH:3][C:4]([CH3:18])=[C:5]([C:9]2[CH:14]=[CH:13][C:12]([N+:15]([O-:17])=[O:16])=[CH:11][CH:10]=2)[C:6](=[O:8])[N:7]=1.[CH3:19][O:20][C:21](=[O:37])[CH2:22][C@H:23]([C:25]1[CH:30]=[CH:29][C:28]([CH2:31]OS(C)(=O)=O)=[CH:27][CH:26]=1)[CH3:24].C(=O)([O-])[O-].[Cs+].[Cs+], predict the reaction product. The product is: [CH3:1][C:2]1[N:7]([CH2:31][C:28]2[CH:27]=[CH:26][C:25]([C@H:23]([CH3:24])[CH2:22][C:21]([O:20][CH3:19])=[O:37])=[CH:30][CH:29]=2)[C:6](=[O:8])[C:5]([C:9]2[CH:10]=[CH:11][C:12]([N+:15]([O-:17])=[O:16])=[CH:13][CH:14]=2)=[C:4]([CH3:18])[N:3]=1. (3) Given the reactants [Br:1][C:2]1[CH:11]=[CH:10][C:9]2[N:8]=[CH:7][C:6]3[NH:12][C:13](=[O:26])[N:14]([C:15]4[CH:20]=[CH:19][C:18]([C:21]([CH3:25])([CH3:24])[C:22]#[N:23])=[CH:17][CH:16]=4)[C:5]=3[C:4]=2[CH:3]=1.C(N(CC)CC)C.[C:34]([C:37]1[CH:42]=[CH:41][C:40]([S:43](Cl)(=[O:45])=[O:44])=[CH:39][CH:38]=1)(=[O:36])[CH3:35].O, predict the reaction product. The product is: [C:34]([C:37]1[CH:38]=[CH:39][C:40]([S:43]([N:12]2[C:6]3[CH:7]=[N:8][C:9]4[CH:10]=[CH:11][C:2]([Br:1])=[CH:3][C:4]=4[C:5]=3[N:14]([C:15]3[CH:20]=[CH:19][C:18]([C:21]([CH3:24])([CH3:25])[C:22]#[N:23])=[CH:17][CH:16]=3)[C:13]2=[O:26])(=[O:45])=[O:44])=[CH:41][CH:42]=1)(=[O:36])[CH3:35]. (4) Given the reactants [OH:1][C:2]1[CH:9]=[CH:8][C:5]([C:6]#[N:7])=[CH:4][CH:3]=1.[I:10]I, predict the reaction product. The product is: [OH:1][C:2]1[CH:9]=[CH:8][C:5]([C:6]#[N:7])=[CH:4][C:3]=1[I:10]. (5) Given the reactants Br[C:2]1[CH:3]=[C:4]([C:8]2[C:16]3[C:11](=[N:12][C:13]([CH3:35])=[CH:14][C:15]=3[N:17](COCC[Si](C)(C)C)[S:18]([C:21]3[CH:26]=[CH:25][CH:24]=[CH:23][CH:22]=3)(=[O:20])=[O:19])[S:10][C:9]=2[C:36]2[CH:37]=[N:38][N:39](COCC[Si](C)(C)C)[CH:40]=2)[CH:5]=[CH:6][CH:7]=1.C1C=CC(P(C2C(C3C(P(C4C=CC=CC=4)C4C=CC=CC=4)=CC=C4C=3C=CC=C4)=C3C(C=CC=C3)=CC=2)C2C=CC=CC=2)=CC=1.CC(C)([O-])C.[Na+].[NH:101]1[CH2:105][CH2:104][CH2:103][CH2:102]1.C(O)(C(F)(F)F)=O, predict the reaction product. The product is: [CH3:35][C:13]1[N:12]=[C:11]2[S:10][C:9]([C:36]3[CH:37]=[N:38][NH:39][CH:40]=3)=[C:8]([C:4]3[CH:5]=[CH:6][CH:7]=[C:2]([N:101]4[CH2:105][CH2:104][CH2:103][CH2:102]4)[CH:3]=3)[C:16]2=[C:15]([NH:17][S:18]([C:21]2[CH:26]=[CH:25][CH:24]=[CH:23][CH:22]=2)(=[O:20])=[O:19])[CH:14]=1.